Dataset: Reaction yield outcomes from USPTO patents with 853,638 reactions. Task: Predict the reaction yield, written as a fraction of the theoretical maximum amount of product (1.0 means a 100% yield; for example, 0.34 means a 34% yield). (1) The catalyst is ClCCl.O. The yield is 0.874. The reactants are [F:1][C:2]1[CH:7]=[CH:6][CH:5]=[CH:4][C:3]=1[C:8](=[NH:10])[NH2:9].[Cl:11][C:12]([SH:15])(Cl)Cl.[OH-].[Na+]. The product is [Cl:11][C:12]1[S:15][N:9]=[C:8]([C:3]2[CH:4]=[CH:5][CH:6]=[CH:7][C:2]=2[F:1])[N:10]=1. (2) The reactants are [Cl:1][C:2]1[CH:7]=[CH:6][C:5]([S:8][C:9]2[O:13][C:12]([C:14]3[CH:19]=[CH:18][CH:17]=[CH:16][CH:15]=3)=[N:11][C:10]=2[C:20]2[CH:27]=[CH:26][C:23]([C:24]#[N:25])=[CH:22][CH:21]=2)=[CH:4][CH:3]=1.[NH2:28]O.[C:30]([O-:33])([O-])=O.[K+].[K+]. The catalyst is CCO. The product is [Cl:1][C:2]1[CH:7]=[CH:6][C:5]([S:8][C:9]2[O:13][C:12]([C:14]3[CH:19]=[CH:18][CH:17]=[CH:16][CH:15]=3)=[N:11][C:10]=2[C:20]2[CH:21]=[CH:22][C:23]([C:24]3[N:28]=[CH:30][O:33][N:25]=3)=[CH:26][CH:27]=2)=[CH:4][CH:3]=1. The yield is 0.370. (3) The reactants are [NH2:1][C:2]1[CH:3]=[C:4]([N:8]([CH2:16][C:17]2[CH:22]=[CH:21][CH:20]=[C:19]([O:23][C:24]([F:29])([F:28])[CH:25]([F:27])[F:26])[CH:18]=2)[CH2:9][CH:10]([OH:15])[C:11]([F:14])([F:13])[F:12])[CH:5]=[CH:6][CH:7]=1.C(N(CC)CC)C.[F:37][C:38]1[CH:43]=[CH:42][C:41]([N:44]=[C:45]=[O:46])=[CH:40][CH:39]=1. The catalyst is ClCCl. The product is [F:37][C:38]1[CH:43]=[CH:42][C:41]([NH:44][C:45]([NH:1][C:2]2[CH:7]=[CH:6][CH:5]=[C:4]([N:8]([CH2:16][C:17]3[CH:22]=[CH:21][CH:20]=[C:19]([O:23][C:24]([F:28])([F:29])[CH:25]([F:26])[F:27])[CH:18]=3)[CH2:9][CH:10]([OH:15])[C:11]([F:14])([F:13])[F:12])[CH:3]=2)=[O:46])=[CH:40][CH:39]=1. The yield is 0.400. (4) The reactants are [Cl:1][C:2]1([C:22]([O:24]CC)=[O:23])[CH:7]=[CH:6][C:5]([N:8]([C:12]2[CH:17]=[CH:16][CH:15]=[CH:14][C:13]=2[C:18]([F:21])([F:20])[F:19])[C:9](=[O:11])[NH2:10])=[CH:4][CH2:3]1.[OH-].[K+]. The catalyst is CO. The product is [Cl:1][C:2]1([C:22]([OH:24])=[O:23])[CH:3]=[CH:4][C:5]([N:8]([C:12]2[CH:17]=[CH:16][CH:15]=[CH:14][C:13]=2[C:18]([F:21])([F:19])[F:20])[C:9](=[O:11])[NH2:10])=[CH:6][CH2:7]1. The yield is 0.920. (5) The reactants are [Si]([O:8][CH2:9][C:10]1[C:11]([C:16](=O)/[CH:17]=[CH:18]/[N:19](C)C)=[N:12][CH:13]=[CH:14][CH:15]=1)(C(C)(C)C)(C)C.Cl.[NH:24]([CH2:26][C:27]([O:29][CH2:30][CH3:31])=[O:28])N.Cl. The catalyst is CCO. The product is [OH:8][CH2:9][C:10]1[C:11]([C:16]2[N:24]([CH2:26][C:27]([O:29][CH2:30][CH3:31])=[O:28])[N:19]=[CH:18][CH:17]=2)=[N:12][CH:13]=[CH:14][CH:15]=1. The yield is 0.740. (6) The reactants are [C:1]1([S:7][CH:8]=[C:9]([C:14]2[CH:19]=[C:18]([Cl:20])[CH:17]=[C:16]([Cl:21])[CH:15]=2)[C:10]([F:13])([F:12])[F:11])[CH:6]=[CH:5][CH:4]=[CH:3][CH:2]=1.[OH:22]O.C1(C)C=CC=CC=1.O. The catalyst is C(O)(=O)C. The product is [C:1]1([S:7]([CH:8]=[C:9]([C:14]2[CH:19]=[C:18]([Cl:20])[CH:17]=[C:16]([Cl:21])[CH:15]=2)[C:10]([F:13])([F:11])[F:12])=[O:22])[CH:2]=[CH:3][CH:4]=[CH:5][CH:6]=1. The yield is 0.910.